From a dataset of Full USPTO retrosynthesis dataset with 1.9M reactions from patents (1976-2016). Predict the reactants needed to synthesize the given product. (1) Given the product [F:1][C:2]1[CH:11]=[CH:10][C:5]2[S:6][C:7]([CH:12]([C:13]3[CH:18]=[CH:17][CH:16]=[CH:15][CH:14]=3)[OH:19])=[C:8]([CH3:9])[C:4]=2[CH:3]=1, predict the reactants needed to synthesize it. The reactants are: [F:1][C:2]1[CH:11]=[CH:10][C:5]2[S:6][CH:7]=[C:8]([CH3:9])[C:4]=2[CH:3]=1.[CH:12](=[O:19])[C:13]1[CH:18]=[CH:17][CH:16]=[CH:15][CH:14]=1. (2) The reactants are: [Cl:1][C:2]1[CH:3]=[C:4]([C:10]2([C:27]([F:30])([F:29])[F:28])[CH2:14][CH2:13][N:12]([C:15]3[N:20]=[C:19]([C:21]([F:24])([F:23])[F:22])[C:18]([CH2:25][NH2:26])=[CH:17][N:16]=3)[CH2:11]2)[CH:5]=[C:6]([Cl:9])[C:7]=1[Cl:8].C(N(CC)CC)C.[C:38](O)(=[O:41])[CH2:39][CH3:40]. Given the product [Cl:1][C:2]1[CH:3]=[C:4]([C:10]2([C:27]([F:28])([F:29])[F:30])[CH2:14][CH2:13][N:12]([C:15]3[N:20]=[C:19]([C:21]([F:23])([F:24])[F:22])[C:18]([CH2:25][NH:26][C:38](=[O:41])[CH2:39][CH3:40])=[CH:17][N:16]=3)[CH2:11]2)[CH:5]=[C:6]([Cl:9])[C:7]=1[Cl:8], predict the reactants needed to synthesize it. (3) Given the product [ClH:1].[Cl:1][C:2]1[CH:3]=[CH:4][C:5]([O:26][CH2:27][CH:28]([CH3:29])[CH3:30])=[C:6]([CH2:8][N:9]2[C:13]([CH3:14])=[CH:12][C:11]([NH:15][C:16](=[O:25])[C:17]3[CH:18]=[CH:19][C:20]([CH2:23][N:36]([CH3:37])[CH3:35])=[CH:21][CH:22]=3)=[N:10]2)[CH:7]=1, predict the reactants needed to synthesize it. The reactants are: [Cl:1][C:2]1[CH:3]=[CH:4][C:5]([O:26][CH2:27][CH:28]([CH3:30])[CH3:29])=[C:6]([CH2:8][N:9]2[C:13]([CH3:14])=[CH:12][C:11]([NH:15][C:16](=[O:25])[C:17]3[CH:22]=[CH:21][C:20]([CH:23]=O)=[CH:19][CH:18]=3)=[N:10]2)[CH:7]=1.C(O)(=O)C.[CH3:35][NH:36][CH3:37].O.C(O[BH-](OC(=O)C)OC(=O)C)(=O)C.[Na+]. (4) Given the product [ClH:4].[CH3:1][O:9][C:8](=[O:10])[C@H:7]([NH2:6])[CH:11]1[CH2:16][CH2:15][CH2:14][CH2:13][CH2:12]1, predict the reactants needed to synthesize it. The reactants are: [C:1]([Cl:4])(=O)C.Cl.[NH2:6][C@H:7]([CH:11]1[CH2:16][CH2:15][CH2:14][CH2:13][CH2:12]1)[C:8]([OH:10])=[O:9]. (5) The reactants are: [OH:1][C:2]1[CH:7]=[CH:6][C:5]([C:8]2[CH:13]=[CH:12][C:11]([N+:14]([O-:16])=[O:15])=[CH:10][CH:9]=2)=[CH:4][CH:3]=1.Br[CH2:18][C:19]([O:21][CH3:22])=[O:20].[I-].[K+].C(=O)([O-])[O-].[K+].[K+]. Given the product [CH3:22][O:21][C:19](=[O:20])[CH2:18][O:1][C:2]1[CH:3]=[CH:4][C:5]([C:8]2[CH:13]=[CH:12][C:11]([N+:14]([O-:16])=[O:15])=[CH:10][CH:9]=2)=[CH:6][CH:7]=1, predict the reactants needed to synthesize it. (6) Given the product [CH2:17]1[CH2:27][CH2:26][N:25]2[C:20](=[N:21][CH2:22][CH2:23][CH2:24]2)[CH2:19][CH2:18]1.[C:1]1([S:11]([OH:14])(=[O:12])=[O:13])[C:10]2[C:5](=[CH:6][CH:7]=[CH:8][CH:9]=2)[CH:4]=[CH:3][CH:2]=1.[CH2:15]=[O:16], predict the reactants needed to synthesize it. The reactants are: [C:1]1([S:11]([OH:14])(=[O:13])=[O:12])[C:10]2[C:5](=[CH:6][CH:7]=[CH:8][CH:9]=2)[CH:4]=[CH:3][CH:2]=1.[CH2:15]=[O:16].[CH2:17]1[CH2:27][CH2:26][N:25]2[C:20](=[N:21][CH2:22][CH2:23][CH2:24]2)[CH2:19][CH2:18]1. (7) Given the product [C:15]1([C:25]([CH2:13][C:12]#[N:14])=[O:26])[C:24]2[C:19](=[CH:20][CH:21]=[CH:22][CH:23]=2)[CH:18]=[CH:17][CH:16]=1, predict the reactants needed to synthesize it. The reactants are: C([Li])CCC.CCCCCC.[C:12](#[N:14])[CH3:13].[C:15]1([C:25](OCC)=[O:26])[C:24]2[C:19](=[CH:20][CH:21]=[CH:22][CH:23]=2)[CH:18]=[CH:17][CH:16]=1. (8) Given the product [Cl:22][C:18]1[C:17]([F:23])=[C:16]([C@H:15]2[C@H:11]3[N:12]([CH2:44][N:8]([CH2:7][C:6]([N:5]([CH2:40][CH2:41][O:42][CH3:43])[CH2:4][CH2:3][O:2][CH3:1])=[O:39])[C:9]3=[O:10])[C@@H:13]([CH2:34][C:35]([CH3:37])([CH3:38])[CH3:36])[C@@:14]2([C:26]2[CH:31]=[CH:30][C:29]([Cl:32])=[CH:28][C:27]=2[F:33])[C:24]#[N:25])[CH:21]=[CH:20][CH:19]=1, predict the reactants needed to synthesize it. The reactants are: [CH3:1][O:2][CH2:3][CH2:4][N:5]([CH2:40][CH2:41][O:42][CH3:43])[C:6](=[O:39])[CH2:7][NH:8][C:9]([C@H:11]1[C@H:15]([C:16]2[CH:21]=[CH:20][CH:19]=[C:18]([Cl:22])[C:17]=2[F:23])[C@:14]([C:26]2[CH:31]=[CH:30][C:29]([Cl:32])=[CH:28][C:27]=2[F:33])([C:24]#[N:25])[C@H:13]([CH2:34][C:35]([CH3:38])([CH3:37])[CH3:36])[NH:12]1)=[O:10].[CH3:44]OCCOC.C=O. (9) The reactants are: [NH2:1][C@@H:2]1[CH2:7][CH2:6][C@H:5]([N:8]2[C:13](=[O:14])[C:12]3[CH:15]=[C:16]([F:19])[CH:17]=[N:18][C:11]=3[N:10]([C:20]3[CH:21]=[C:22]([C:26]4[CH:31]=[CH:30][C:29]([CH2:32][N:33]5[CH2:39][CH2:38][CH2:37][N:36]([CH3:40])[CH2:35][CH2:34]5)=[CH:28][CH:27]=4)[CH:23]=[CH:24][CH:25]=3)[C:9]2=[O:41])[CH2:4][CH2:3]1.[C:42]([O:46][C:47]([NH:49][C@@H:50]([CH2:54][C:55]1[CH:60]=[CH:59][CH:58]=[CH:57][CH:56]=1)[C:51](O)=[O:52])=[O:48])([CH3:45])([CH3:44])[CH3:43]. Given the product [CH2:54]([C@H:50]([NH:49][C:47](=[O:48])[O:46][C:42]([CH3:44])([CH3:43])[CH3:45])[C:51]([NH:1][C@H:2]1[CH2:7][CH2:6][C@@H:5]([N:8]2[C:13](=[O:14])[C:12]3[CH:15]=[C:16]([F:19])[CH:17]=[N:18][C:11]=3[N:10]([C:20]3[CH:21]=[C:22]([C:26]4[CH:27]=[CH:28][C:29]([CH2:32][N:33]5[CH2:39][CH2:38][CH2:37][N:36]([CH3:40])[CH2:35][CH2:34]5)=[CH:30][CH:31]=4)[CH:23]=[CH:24][CH:25]=3)[C:9]2=[O:41])[CH2:4][CH2:3]1)=[O:52])[C:55]1[CH:60]=[CH:59][CH:58]=[CH:57][CH:56]=1, predict the reactants needed to synthesize it. (10) Given the product [NH2:1][CH:4]1[CH:9]([OH:10])[CH2:8][CH2:7][CH:6]([C:11]([O:13][CH2:14][CH3:15])=[O:12])[CH2:5]1, predict the reactants needed to synthesize it. The reactants are: [N:1]([CH:4]1[CH:9]([OH:10])[CH2:8][CH2:7][CH:6]([C:11]([O:13][CH2:14][CH3:15])=[O:12])[CH2:5]1)=[N+]=[N-].